Dataset: Full USPTO retrosynthesis dataset with 1.9M reactions from patents (1976-2016). Task: Predict the reactants needed to synthesize the given product. (1) Given the product [NH2:25][C:26]1[N:31]=[CH:30][C:29](/[CH:32]=[CH:33]/[C:34]([N:14]([CH3:13])[CH2:15][C:16]2[S:24][C:23]3[CH:22]=[CH:21][N:20]=[CH:19][C:18]=3[CH:17]=2)=[O:36])=[CH:28][CH:27]=1, predict the reactants needed to synthesize it. The reactants are: CCN=C=NCCCN(C)C.Cl.[CH3:13][NH:14][CH2:15][C:16]1[S:24][C:23]2[CH:22]=[CH:21][N:20]=[CH:19][C:18]=2[CH:17]=1.[NH2:25][C:26]1[N:31]=[CH:30][C:29](/[CH:32]=[CH:33]/[C:34]([OH:36])=O)=[CH:28][CH:27]=1.C1C=CC2N(O)N=NC=2C=1.O.C(N(CC)CC)C. (2) Given the product [OH:59][C:52]1[C:51]([CH2:50][NH:49][C:13](=[O:15])[C:12]2[CH:11]=[CH:10][C:9]([CH2:8][NH:7][C:1]3[CH:2]=[CH:3][CH:4]=[CH:5][CH:6]=3)=[CH:17][CH:16]=2)=[C:56]([CH3:57])[CH:55]=[C:54]([CH3:58])[N:53]=1, predict the reactants needed to synthesize it. The reactants are: [C:1]1([NH:7][CH2:8][C:9]2[CH:17]=[CH:16][C:12]([C:13]([OH:15])=O)=[CH:11][CH:10]=2)[CH:6]=[CH:5][CH:4]=[CH:3][CH:2]=1.F[P-](F)(F)(F)(F)F.N1(OC(N(C)C)=[N+](C)C)C2N=CC=CC=2N=N1.C(N(CC)CC)C.[NH2:49][CH2:50][C:51]1[C:52]([OH:59])=[N:53][C:54]([CH3:58])=[CH:55][C:56]=1[CH3:57]. (3) Given the product [CH3:32][S:29]([C:26]1[CH:27]=[CH:28][C:23]([CH:22]([CH2:35][CH:36]2[CH2:41][CH2:40][O:39][CH2:38][CH2:37]2)[C:21]([O:20][CH2:18][CH3:19])=[O:33])=[CH:24][CH:25]=1)(=[O:31])=[O:30], predict the reactants needed to synthesize it. The reactants are: [Li+].CC([N-]C(C)C)C.CN1C(=O)N(C)CCC1.[CH2:18]([O:20][C:21](=[O:33])[CH2:22][C:23]1[CH:28]=[CH:27][C:26]([S:29]([CH3:32])(=[O:31])=[O:30])=[CH:25][CH:24]=1)[CH3:19].I[CH2:35][CH:36]1[CH2:41][CH2:40][O:39][CH2:38][CH2:37]1. (4) Given the product [Br:36][C:14]1[C:15]([CH:17]([S:26]([C:29]2[CH:34]=[CH:33][C:32]([Cl:35])=[CH:31][CH:30]=2)(=[O:28])=[O:27])[C:18]2[CH:23]=[C:22]([F:24])[CH:21]=[CH:20][C:19]=2[F:25])=[CH:16][C:11]([NH2:10])=[N:12][CH:13]=1, predict the reactants needed to synthesize it. The reactants are: C(O)C.C(OC(=O)[NH:10][C:11]1[CH:16]=[C:15]([CH:17]([S:26]([C:29]2[CH:34]=[CH:33][C:32]([Cl:35])=[CH:31][CH:30]=2)(=[O:28])=[O:27])[C:18]2[CH:23]=[C:22]([F:24])[CH:21]=[CH:20][C:19]=2[F:25])[C:14]([Br:36])=[CH:13][N:12]=1)(C)(C)C.Cl.C(=O)(O)[O-].[Na+]. (5) The reactants are: [CH3:1][O:2][C:3]1[CH:8]=[CH:7][C:6]([Mg]Br)=[CH:5][CH:4]=1.[Mg].[Br-].[CH3:13][O:14]C1C=CC=CC=1.[C:21]1([Mg]Br)[CH:26]=[CH:25][CH:24]=[CH:23][CH:22]=1. Given the product [CH3:1][O:2][C:3]1[CH:8]=[CH:7][C:6]([C@@H:13]([OH:14])[C:21]2[CH:26]=[CH:25][CH:24]=[CH:23][CH:22]=2)=[CH:5][CH:4]=1, predict the reactants needed to synthesize it. (6) Given the product [ClH:1].[Cl:1][C:2]1[CH:7]=[CH:6][C:5]([CH2:8][C:9]2[C:18]3[C:13](=[CH:14][CH:15]=[CH:16][CH:17]=3)[C:12](=[O:19])[N:11]([CH2:20][C@H:21]3[CH2:25][CH2:24][CH2:23][N:22]3[CH2:31][CH2:32][CH:33]([S:35]([CH2:38][CH3:39])(=[O:37])=[O:36])[CH3:34])[N:10]=2)=[CH:4][CH:3]=1, predict the reactants needed to synthesize it. The reactants are: [Cl:1][C:2]1[CH:7]=[CH:6][C:5]([CH2:8][C:9]2[C:18]3[C:13](=[CH:14][CH:15]=[CH:16][CH:17]=3)[C:12](=[O:19])[N:11]([CH2:20][C@H:21]3[CH2:25][CH2:24][CH2:23][NH:22]3)[N:10]=2)=[CH:4][CH:3]=1.CS(O[CH2:31][CH2:32][CH:33]([S:35]([CH2:38][CH3:39])(=[O:37])=[O:36])[CH3:34])(=O)=O.C(=O)([O-])O.[Na+].[I-].[Na+]. (7) The reactants are: [F:1][C:2]1[CH:21]=[CH:20][C:5]([O:6][C:7]2[CH:15]=[C:14]([C:16]([CH3:19])([CH3:18])[CH3:17])[CH:13]=[CH:12][C:8]=2[C:9]([OH:11])=O)=[CH:4][CH:3]=1.S(Cl)(Cl)=O.[NH2:26][C:27]1[CH:28]=[C:29]([S:33]([NH2:36])(=[O:35])=[O:34])[CH:30]=[CH:31][CH:32]=1. Given the product [F:1][C:2]1[CH:3]=[CH:4][C:5]([O:6][C:7]2[CH:15]=[C:14]([C:16]([CH3:17])([CH3:18])[CH3:19])[CH:13]=[CH:12][C:8]=2[C:9]([NH:26][C:27]2[CH:32]=[CH:31][CH:30]=[C:29]([S:33]([NH2:36])(=[O:34])=[O:35])[CH:28]=2)=[O:11])=[CH:20][CH:21]=1, predict the reactants needed to synthesize it.